From a dataset of Catalyst prediction with 721,799 reactions and 888 catalyst types from USPTO. Predict which catalyst facilitates the given reaction. (1) Reactant: [CH3:1][O:2][C:3]1[CH:8]=[C:7]([CH3:9])[C:6]([S:10]([N:13]([CH2:15][C:16]2[O:20][CH:19]=[C:18]([C:21]([OH:23])=O)[CH:17]=2)[CH3:14])(=[O:12])=[O:11])=[C:5]([CH3:24])[CH:4]=1.C1N=CN(C(N2C=NC=C2)=O)C=1.CCN(C(C)C)C(C)C.Cl.[I-:47].[NH2:48][CH2:49][CH2:50][C:51]1[CH:56]=[CH:55][C:54]([NH:57][C:58]2[CH:63]=[CH:62][CH:61]=[CH:60][N+:59]=2[CH3:64])=[CH:53][CH:52]=1. Product: [I-:47].[CH3:1][O:2][C:3]1[CH:4]=[C:5]([CH3:24])[C:6]([S:10]([N:13]([CH2:15][C:16]2[O:20][CH:19]=[C:18]([C:21]([NH:48][CH2:49][CH2:50][C:51]3[CH:52]=[CH:53][C:54]([NH:57][C:58]4[CH:63]=[CH:62][CH:61]=[CH:60][N+:59]=4[CH3:64])=[CH:55][CH:56]=3)=[O:23])[CH:17]=2)[CH3:14])(=[O:11])=[O:12])=[C:7]([CH3:9])[CH:8]=1. The catalyst class is: 26. (2) Reactant: [C:1]([O:5][C:6]([NH:8][C@H:9]1[CH2:13][CH2:12][C@H:11]([C:14]([OH:16])=[O:15])[CH2:10]1)=[O:7])([CH3:4])([CH3:3])[CH3:2].C1C=CC2N(O)N=NC=2C=1.C(Cl)CCl.[F:31][C:32]([F:43])([C:37]1[CH:42]=[CH:41][CH:40]=[CH:39][CH:38]=1)/[C:33](=[N:35]/O)/[NH2:34].C(=O)(O)[O-].[Na+]. Product: [NH2:35]/[C:33](=[N:34]\[O:15][C:14]([C@H:11]1[CH2:12][CH2:13][C@H:9]([NH:8][C:6](=[O:7])[O:5][C:1]([CH3:4])([CH3:2])[CH3:3])[CH2:10]1)=[O:16])/[C:32]([F:43])([F:31])[C:37]1[CH:42]=[CH:41][CH:40]=[CH:39][CH:38]=1. The catalyst class is: 2. (3) Product: [C:29]([C:28]1[CH:31]=[C:24]([C:20]2[N:19]=[C:18]([NH:17][C:14]3[CH:13]=[CH:12][C:11]([N:8]4[CH2:7][CH2:6][N:5]([CH:3]5[CH2:4][O:1][CH2:2]5)[CH2:10][CH2:9]4)=[CH:16][CH:15]=3)[N:23]=[CH:22][N:21]=2)[CH:25]=[CH:26][C:27]=1[O:32][CH:33]1[CH2:38][CH2:37][N:36]([C:43](=[O:44])[CH2:42][NH:41][CH:39]=[O:40])[CH2:35][CH2:34]1)#[N:30]. Reactant: [O:1]1[CH2:4][CH:3]([N:5]2[CH2:10][CH2:9][N:8]([C:11]3[CH:16]=[CH:15][C:14]([NH:17][C:18]4[N:23]=[CH:22][N:21]=[C:20]([C:24]5[CH:25]=[CH:26][C:27]([O:32][CH:33]6[CH2:38][CH2:37][NH:36][CH2:35][CH2:34]6)=[C:28]([CH:31]=5)[C:29]#[N:30])[N:19]=4)=[CH:13][CH:12]=3)[CH2:7][CH2:6]2)[CH2:2]1.[CH:39]([NH:41][CH2:42][C:43](O)=[O:44])=[O:40].C(N(CC)C(C)C)(C)C.CN(C(ON1N=NC2C=CC=NC1=2)=[N+](C)C)C.F[P-](F)(F)(F)(F)F. The catalyst class is: 4. (4) Reactant: [CH3:1][C:2]1[C:3]([N+:13]([O-])=O)=[C:4]([NH:9][CH2:10][CH2:11][CH3:12])[C:5]([CH3:8])=[CH:6][CH:7]=1. Product: [CH3:1][C:2]1[CH:7]=[CH:6][C:5]([CH3:8])=[C:4]([NH:9][CH2:10][CH2:11][CH3:12])[C:3]=1[NH2:13]. The catalyst class is: 123.